The task is: Regression. Given a peptide amino acid sequence and an MHC pseudo amino acid sequence, predict their binding affinity value. This is MHC class I binding data.. This data is from Peptide-MHC class I binding affinity with 185,985 pairs from IEDB/IMGT. The MHC is HLA-B15:01 with pseudo-sequence HLA-B15:01. The binding affinity (normalized) is 0.0847. The peptide sequence is APTGDLPRA.